This data is from Forward reaction prediction with 1.9M reactions from USPTO patents (1976-2016). The task is: Predict the product of the given reaction. (1) Given the reactants C(OC1C=CC(N(C)C(C2C=C(C3C=C4C(=CC=3C(N3[C@H](CN5CCOCC5)CC5C(=CC=CC=5)C3)=O)CN(C(=O)CC3C=NC=CC=3)C4)N3C=2CCCC3)=O)=CC=1)C1C=CC=CC=1.C([O:72][C:73]1[CH:78]=[CH:77][C:76]([N:79]([CH3:124])[C:80]([C:82]2[CH:83]=[C:84]([C:91]3[CH:92]=[C:93]4[C:97](=[CH:98][C:99]=3[C:100]([N:102]3[C@H:111]([CH3:112])[CH2:110][C:109]5[C:104](=[CH:105][CH:106]=[CH:107][CH:108]=5)[CH2:103]3)=[O:101])[CH2:96][N:95]([C:113](=[O:123])[CH2:114][O:115][C:116]3[CH:121]=[CH:120][C:119]([Cl:122])=[CH:118][CH:117]=3)[CH2:94]4)[N:85]3[C:90]=2[CH2:89][CH2:88][CH2:87][CH2:86]3)=[O:81])=[CH:75][CH:74]=1)C1C=CC=CC=1, predict the reaction product. The product is: [Cl:122][C:119]1[CH:118]=[CH:117][C:116]([O:115][CH2:114][C:113]([N:95]2[CH2:94][C:93]3[C:97](=[CH:98][C:99]([C:100]([N:102]4[C@H:111]([CH3:112])[CH2:110][C:109]5[C:104](=[CH:105][CH:106]=[CH:107][CH:108]=5)[CH2:103]4)=[O:101])=[C:91]([C:84]4[N:85]5[C:90]([CH2:89][CH2:88][CH2:87][CH2:86]5)=[C:82]([C:80]([N:79]([C:76]5[CH:77]=[CH:78][C:73]([OH:72])=[CH:74][CH:75]=5)[CH3:124])=[O:81])[CH:83]=4)[CH:92]=3)[CH2:96]2)=[O:123])=[CH:121][CH:120]=1. (2) The product is: [C:2]([C:4]1[CH:5]=[C:6]([N:10]2[C:14]([C:15]([NH:17][CH2:18][C:19]3[CH:24]=[CH:23][CH:22]=[CH:21][C:20]=3[O:25][CH3:26])=[O:16])=[CH:13][C:12]([C:27]([F:30])([F:28])[F:29])=[N:11]2)[CH:7]=[CH:8][CH:9]=1)(=[O:1])[CH3:3]. Given the reactants [OH:1][CH:2]([C:4]1[CH:5]=[C:6]([N:10]2[C:14]([C:15]([NH:17][CH2:18][C:19]3[CH:24]=[CH:23][CH:22]=[CH:21][C:20]=3[O:25][CH3:26])=[O:16])=[CH:13][C:12]([C:27]([F:30])([F:29])[F:28])=[N:11]2)[CH:7]=[CH:8][CH:9]=1)[CH3:3].CC(OI1(OC(C)=O)(OC(C)=O)OC(=O)C2C=CC=CC1=2)=O, predict the reaction product. (3) Given the reactants [F:1][C:2]1[CH:3]=[C:4]2[C:9](=[CH:10][CH:11]=1)[O:8][CH2:7][CH2:6][C:5]2=[O:12].[CH:13](=O)[C:14]1[CH:19]=[CH:18][CH:17]=[CH:16][CH:15]=1, predict the reaction product. The product is: [CH:13](=[C:6]1/[CH2:7][O:8][C:9]2[C:4]([C:5]/1=[O:12])=[CH:3][C:2]([F:1])=[CH:11][CH:10]=2)/[C:14]1[CH:19]=[CH:18][CH:17]=[CH:16][CH:15]=1. (4) Given the reactants [N+:1]([C:4]1[CH:13]=[CH:12][C:7]2[NH:8][CH2:9][CH2:10][O:11][C:6]=2[CH:5]=1)([O-:3])=[O:2].C=O.[BH3-][C:17]#N.[Na+], predict the reaction product. The product is: [CH3:17][N:8]1[C:7]2[CH:12]=[CH:13][C:4]([N+:1]([O-:3])=[O:2])=[CH:5][C:6]=2[O:11][CH2:10][CH2:9]1. (5) Given the reactants F[C:2]1[CH:7]=[C:6]([O:8][CH3:9])[CH:5]=[CH:4][C:3]=1[N+:10]([O-:12])=[O:11].[Cl:13][C:14]1[CH:19]=[C:18]([Cl:20])[CH:17]=[CH:16][C:15]=1[OH:21], predict the reaction product. The product is: [Cl:13][C:14]1[CH:19]=[C:18]([Cl:20])[CH:17]=[CH:16][C:15]=1[O:21][C:2]1[CH:7]=[C:6]([O:8][CH3:9])[CH:5]=[CH:4][C:3]=1[N+:10]([O-:12])=[O:11]. (6) Given the reactants C([O:3][C:4]([C:6]1[CH:7]=[N:8][N:9]([C:12]2[CH:17]=[CH:16][CH:15]=[CH:14][CH:13]=2)[C:10]=1[Cl:11])=[O:5])C.[OH-].[Li+].CO.Cl, predict the reaction product. The product is: [Cl:11][C:10]1[N:9]([C:12]2[CH:17]=[CH:16][CH:15]=[CH:14][CH:13]=2)[N:8]=[CH:7][C:6]=1[C:4]([OH:5])=[O:3]. (7) Given the reactants [Br:1][C:2]1[CH:7]=[C:6]([N+:8]([O-])=O)[CH:5]=[CH:4][C:3]=1[CH3:11].C(O)C.O.O.[Sn](Cl)Cl.C(=O)([O-])[O-].[K+].[K+], predict the reaction product. The product is: [Br:1][C:2]1[CH:7]=[C:6]([CH:5]=[CH:4][C:3]=1[CH3:11])[NH2:8]. (8) Given the reactants [C:1]([C:3]1[CH:4]=[C:5]([CH:10]=[C:11](I)[C:12]=1[OH:13])[C:6]([O:8][CH3:9])=[O:7])#[N:2].[C:15](=O)([O-])[O-].[K+].[K+].[CH:21]1(B(O)O)[CH2:23][CH2:22]1, predict the reaction product. The product is: [C:1]([C:3]1[CH:4]=[C:5]([CH:10]=[C:11]([CH:21]2[CH2:23][CH2:22]2)[C:12]=1[O:13][CH3:15])[C:6]([O:8][CH3:9])=[O:7])#[N:2]. (9) Given the reactants [H-].[Na+].[N:3]1[CH:8]=[CH:7][CH:6]=[C:5]([CH2:9][C:10]([O:12][CH2:13][CH3:14])=[O:11])[N:4]=1.Br[CH2:16][CH2:17]Br, predict the reaction product. The product is: [N:3]1[CH:8]=[CH:7][CH:6]=[C:5]([C:9]2([C:10]([O:12][CH2:13][CH3:14])=[O:11])[CH2:17][CH2:16]2)[N:4]=1.